Dataset: Full USPTO retrosynthesis dataset with 1.9M reactions from patents (1976-2016). Task: Predict the reactants needed to synthesize the given product. (1) Given the product [Br:1][C:2]1[CH:3]=[C:4]([CH:7]=[C:8]([CH:10]2[O:14][CH2:13][CH2:12][O:11]2)[CH:9]=1)[C:5]#[N:6], predict the reactants needed to synthesize it. The reactants are: [Br:1][C:2]1[CH:3]=[C:4]([CH:7]=[C:8]([CH:10]=[O:11])[CH:9]=1)[C:5]#[N:6].[CH2:12](O)[CH2:13][OH:14].C1C=CC=CC=1. (2) The reactants are: C([O:8][C:9]1[CH:18]=[C:17]2[C:12]([C:13]([NH:19][C:20]3[CH:25]=[C:24]([O:26][CH3:27])[CH:23]=[CH:22][C:21]=3[Cl:28])=[N:14][CH:15]=[N:16]2)=[C:11]([O:29][CH:30]2[CH2:34][CH2:33][O:32][CH2:31]2)[CH:10]=1)C1C=CC=CC=1.FC(F)(F)C(O)=O.N. Given the product [Cl:28][C:21]1[CH:22]=[CH:23][C:24]([O:26][CH3:27])=[CH:25][C:20]=1[NH:19][C:13]1[C:12]2[C:17](=[CH:18][C:9]([OH:8])=[CH:10][C:11]=2[O:29][CH:30]2[CH2:34][CH2:33][O:32][CH2:31]2)[N:16]=[CH:15][N:14]=1, predict the reactants needed to synthesize it. (3) Given the product [F:11][C:10]([F:13])([F:12])[C:9]([NH:8][C:6]1[CH:7]=[C:2]([C:21]#[C:20][Si:17]([CH3:19])([CH3:18])[CH3:16])[CH:3]=[CH:4][C:5]=1[F:15])=[O:14], predict the reactants needed to synthesize it. The reactants are: Br[C:2]1[CH:3]=[CH:4][C:5]([F:15])=[C:6]([NH:8][C:9](=[O:14])[C:10]([F:13])([F:12])[F:11])[CH:7]=1.[CH3:16][Si:17]([C:20]#[CH:21])([CH3:19])[CH3:18]. (4) Given the product [Br:22][CH2:2][C:3]1[CH:11]=[C:10]2[C:6]([C:7]([CH3:14])([CH3:13])[C:8]([CH3:12])=[N:9]2)=[CH:5][CH:4]=1, predict the reactants needed to synthesize it. The reactants are: O[CH2:2][C:3]1[CH:11]=[C:10]2[C:6]([C:7]([CH3:14])([CH3:13])[C:8]([CH3:12])=[N:9]2)=[CH:5][CH:4]=1.C1C(=O)N([Br:22])C(=O)C1.C1C=CC(P(C2C=CC=CC=2)C2C=CC=CC=2)=CC=1. (5) Given the product [Cl:1][C:2]1[CH:23]=[CH:22][C:5]([C:6]([NH:8][C:9]2[CH:14]=[C:13]([N:15]3[CH2:20][CH2:19][O:18][CH2:17][CH2:16]3)[CH:12]=[C:11]([F:21])[CH:10]=2)=[O:7])=[CH:4][C:3]=1[NH:24][C:25](=[O:36])[C:26]1[CH:31]=[C:30]([NH:42][CH2:41][CH2:40][CH2:39][N:38]([CH3:43])[CH3:37])[CH:29]=[CH:28][C:27]=1[N+:33]([O-:35])=[O:34], predict the reactants needed to synthesize it. The reactants are: [Cl:1][C:2]1[CH:23]=[CH:22][C:5]([C:6]([NH:8][C:9]2[CH:14]=[C:13]([N:15]3[CH2:20][CH2:19][O:18][CH2:17][CH2:16]3)[CH:12]=[C:11]([F:21])[CH:10]=2)=[O:7])=[CH:4][C:3]=1[NH:24][C:25](=[O:36])[C:26]1[CH:31]=[C:30](Cl)[CH:29]=[CH:28][C:27]=1[N+:33]([O-:35])=[O:34].[CH3:37][N:38]([CH3:43])[CH2:39][CH2:40][CH2:41][NH2:42]. (6) Given the product [Cl:12][C:13]1[CH:17]=[CH:16][S:15][C:14]=1[C:18]1[NH:20][N:8]=[C:6]([C:5]2[CH:9]=[CH:10][CH:11]=[C:3]([CH3:2])[CH:4]=2)[N:7]=1, predict the reactants needed to synthesize it. The reactants are: Cl.[CH3:2][C:3]1[CH:4]=[C:5]([CH:9]=[CH:10][CH:11]=1)[C:6]([NH2:8])=[NH:7].[Cl:12][C:13]1[CH:17]=[CH:16][S:15][C:14]=1[C:18]([NH:20]N)=O. (7) Given the product [Cl:1][C:2]1[CH:20]=[CH:19][C:5]([O:6][C:7]2[CH:12]=[CH:11][CH:10]=[CH:9][C:8]=2/[CH:13]=[CH:14]/[C:15]([NH:21][OH:22])=[O:16])=[CH:4][CH:3]=1, predict the reactants needed to synthesize it. The reactants are: [Cl:1][C:2]1[CH:20]=[CH:19][C:5]([O:6][C:7]2[CH:12]=[CH:11][CH:10]=[CH:9][C:8]=2/[CH:13]=[CH:14]/[C:15](OC)=[O:16])=[CH:4][CH:3]=1.[NH2:21][OH:22].O.[OH-].[Na+].CCOC(C)=O.